Dataset: Catalyst prediction with 721,799 reactions and 888 catalyst types from USPTO. Task: Predict which catalyst facilitates the given reaction. Reactant: [Br:1][C:2]1[CH:3]=[C:4]([CH:8]=[C:9]([Br:11])[CH:10]=1)[C:5]([OH:7])=[O:6].S(=O)(=O)(O)O.O.[CH:18]1[CH:23]=CC=C[CH:19]=1. Product: [CH:18]([O:6][C:5](=[O:7])[C:4]1[CH:3]=[C:2]([Br:1])[CH:10]=[C:9]([Br:11])[CH:8]=1)([CH3:23])[CH3:19]. The catalyst class is: 32.